This data is from Experimentally validated miRNA-target interactions with 360,000+ pairs, plus equal number of negative samples. The task is: Binary Classification. Given a miRNA mature sequence and a target amino acid sequence, predict their likelihood of interaction. (1) The miRNA is mmu-miR-362-3p with sequence AACACACCUGUUCAAGGAUUCA. The protein sequence of the target gene is MRPPSLPPARWLCVLAGALACALGPAGSRAASPHQECEYLQMIEKQRQQCLEEAQLENETTGCSKMWDNLTCWPTTPWGQVVVLDCPLIFQLFSPIHGYNISRNCTEEGWSQLEPGPYHIACGLNDRASSMDEQQQTEFYDAVKTGYTIGYSLSLASLLVAMAILSLFRKLHCTRNYIHMHLFMSFILRATAVFIKDMALFNNGETDHCSEASVSCKAAVVFFQYCVMANFFWLLVEGLYLHTLLAVSFFSERKYFWGYILIGWGVPSVFIMIWTIVRIHFEDFGCWDTIINSSLWWIIK.... Result: 0 (no interaction). (2) The miRNA is hsa-miR-6760-5p with sequence CAGGGAGAAGGUGGAAGUGCAGA. The protein sequence of the target gene is MKLKELERPAVQAWSPASQYPLYLATGTSAQQLDSSFSTNGTLEIFEVDFRDPSLDLKHRGVLSALSRFHKLVWGSFGSGLLESSGVIVGGGDNGMLILYNVTHILSSGKEPVIAQKQKHTGAVRALDLNPFQGNLLASGASDSEIFIWDLNNLNVPMTLGSKSQQPPEDIKALSWNRQAQHILSSAHPSGKAVVWDLRKNEPIIKVSDHSNRMHCSGLAWHPDIATQLVLCSEDDRLPVIQLWDLRFASSPLKVLESHSRGILSVSWSQADAELLLTSAKDSQILCRNLGSSEVVYKLP.... Result: 0 (no interaction). (3) The miRNA is hsa-miR-342-5p with sequence AGGGGUGCUAUCUGUGAUUGA. The protein sequence of the target gene is MAGLTAAAPRPGVLLLLLSILHPSRPGGVPGAIPGGVPGGVFYPGAGLGALGGGALGPGGKPLKPVPGGLAGAGLGAGLGAFPAVTFPGALVPGGVADAAAAYKAAKAGAGLGGVPGVGGLGVSAGAVVPQPGAGVKPGKVPGVGLPGVYPGGVLPGARFPGVGVLPGVPTGAGVKPKAPGVGGAFAGIPGVGPFGGPQPGVPLGYPIKAPKLPGGYGLPYTTGKLPYGYGPGGVAGAAGKAGYPTGTGVGPQAAAAAAAKAAAKFGAGAAGVLPGVGGAGVPGVPGAIPGIGGIAGVGT.... Result: 1 (interaction). (4) The miRNA is hsa-miR-675-3p with sequence CUGUAUGCCCUCACCGCUCA. The protein sequence of the target gene is MPDHDSTALLSRQTKRRRVDIGVKRTVGTASAFFAKARATFFSAMNPQGSEQDVEYSVVQHADGEKSNVLRKLLKRANSYEDAMMPFPGATIISQLLKNNMNKNGGTEPSFQASGLSSTGSEVHQEDICSNSSRDSPPECLSPFGRPTMSQFDMDRLCDEHLRAKRARVENIIRGMSHSPSVALRGNENEREMAPQSVSPRESYRENKRKQKLPQQQQQSFQQLVSARKEQKREERRQLKQQLEDMQKQLRQLQEKFYQIYDSTDSENDEDGNLSEDSMRSEILDARAQDSVGRSDNEMC.... Result: 1 (interaction).